This data is from Forward reaction prediction with 1.9M reactions from USPTO patents (1976-2016). The task is: Predict the product of the given reaction. (1) Given the reactants C([O:3][C:4]([C:6]1[O:10][N:9]=[C:8]([C:11]2[CH:16]=[CH:15][C:14]([NH:17][C:18]([NH:20][C:21]3[CH:26]=[CH:25][C:24]([F:27])=[CH:23][CH:22]=3)=[O:19])=[C:13]([F:28])[CH:12]=2)[CH:7]=1)=[O:5])C.C1(NC(=O)NC2C=CC(C3C=C(C(O)=O)ON=3)=CC=2)C=CC=CC=1, predict the reaction product. The product is: [F:28][C:13]1[CH:12]=[C:11]([C:8]2[CH:7]=[C:6]([C:4]([OH:5])=[O:3])[O:10][N:9]=2)[CH:16]=[CH:15][C:14]=1[NH:17][C:18]([NH:20][C:21]1[CH:26]=[CH:25][C:24]([F:27])=[CH:23][CH:22]=1)=[O:19]. (2) Given the reactants [F:1][C:2]1[CH:3]=[C:4]([CH3:14])[C:5]([N+:11]([O-:13])=[O:12])=[C:6]([CH:10]=1)[C:7]([OH:9])=[O:8].[C:15](=O)([O-])[O-].[Cs+].[Cs+].IC, predict the reaction product. The product is: [F:1][C:2]1[CH:3]=[C:4]([CH3:14])[C:5]([N+:11]([O-:13])=[O:12])=[C:6]([CH:10]=1)[C:7]([O:9][CH3:15])=[O:8]. (3) Given the reactants Cl.Cl.Cl.[O:4]1[C:12]2[CH:11]=[CH:10][N:9]=[C:8]([N:13]3[CH2:18][CH2:17][N:16]([CH2:19][CH2:20][C@H:21]4[CH2:26][CH2:25][C@H:24]([NH2:27])[CH2:23][CH2:22]4)[CH2:15][CH2:14]3)[C:7]=2[CH2:6][CH2:5]1.[CH3:28][O:29][C@@H:30]([CH3:34])[C:31](O)=[O:32], predict the reaction product. The product is: [O:4]1[C:12]2[CH:11]=[CH:10][N:9]=[C:8]([N:13]3[CH2:18][CH2:17][N:16]([CH2:19][CH2:20][C@H:21]4[CH2:26][CH2:25][C@H:24]([NH:27][C:31](=[O:32])[C@@H:30]([O:29][CH3:28])[CH3:34])[CH2:23][CH2:22]4)[CH2:15][CH2:14]3)[C:7]=2[CH2:6][CH2:5]1. (4) Given the reactants [CH3:1][O:2][C:3]1[CH:4]=[C:5]2[C:10](=[CH:11][CH:12]=1)[C:9](=[O:13])[NH:8][CH2:7][CH2:6]2.[H-].[Na+].[CH2:16](I)[CH3:17], predict the reaction product. The product is: [CH2:16]([N:8]1[CH2:7][CH2:6][C:5]2[C:10](=[CH:11][CH:12]=[C:3]([O:2][CH3:1])[CH:4]=2)[C:9]1=[O:13])[CH3:17]. (5) Given the reactants [NH:1]1[C:6]2[CH:7]=[CH:8][CH:9]=[CH:10][C:5]=2[O:4][CH2:3][S:2]1(=[O:12])=[O:11].[H-].[Na+].[CH3:15][O:16][C:17]1[CH:24]=[CH:23][C:20]([CH2:21]Cl)=[CH:19][CH:18]=1, predict the reaction product. The product is: [CH3:15][O:16][C:17]1[CH:24]=[CH:23][C:20]([CH2:21][N:1]2[C:6]3[CH:7]=[CH:8][CH:9]=[CH:10][C:5]=3[O:4][CH2:3][S:2]2(=[O:11])=[O:12])=[CH:19][CH:18]=1.